This data is from Forward reaction prediction with 1.9M reactions from USPTO patents (1976-2016). The task is: Predict the product of the given reaction. (1) Given the reactants [N:1]([CH:4]1[CH2:10][CH:9]2[N:11]([CH2:12][C:13]3[CH:18]=[CH:17][CH:16]=[CH:15][CH:14]=3)[CH:6]([CH2:7][CH2:8]2)[CH2:5]1)=[N+]=[N-].C1(P(C2C=CC=CC=2)C2C=CC=CC=2)C=CC=CC=1, predict the reaction product. The product is: [CH2:12]([N:11]1[CH:9]2[CH2:8][CH2:7][CH:6]1[CH2:5][CH:4]([NH2:1])[CH2:10]2)[C:13]1[CH:14]=[CH:15][CH:16]=[CH:17][CH:18]=1. (2) Given the reactants [CH3:1][C:2]1[CH:7]=[CH:6][C:5]([N:8]2[CH2:13][CH2:12][NH:11][CH2:10][CH2:9]2)=[CH:4][C:3]=1[N+:14]([O-:16])=[O:15].Br[CH2:18][CH3:19], predict the reaction product. The product is: [CH2:18]([N:11]1[CH2:10][CH2:9][N:8]([C:5]2[CH:6]=[CH:7][C:2]([CH3:1])=[C:3]([N+:14]([O-:16])=[O:15])[CH:4]=2)[CH2:13][CH2:12]1)[CH3:19].